Dataset: Reaction yield outcomes from USPTO patents with 853,638 reactions. Task: Predict the reaction yield, written as a fraction of the theoretical maximum amount of product (1.0 means a 100% yield; for example, 0.34 means a 34% yield). The reactants are I[C:2]1[CH:7]=[CH:6][C:5]([N:8]2[CH2:13][CH2:12][C:11]3[C:14]([S:25]([CH3:28])(=[O:27])=[O:26])=[N:15][N:16]([C:17]4[CH:22]=[CH:21][C:20]([O:23][CH3:24])=[CH:19][CH:18]=4)[C:10]=3[C:9]2=[O:29])=[CH:4][CH:3]=1.C(OC([N:40]1[CH2:45][CH2:44][NH:43][C:42](=[O:46])[CH2:41]1)=O)C1C=CC=CC=1.C([O-])([O-])=O.[K+].[K+].CS(C)=O. The catalyst is CCOC(C)=O.O.[Cu]I. The product is [CH3:24][O:23][C:20]1[CH:21]=[CH:22][C:17]([N:16]2[C:10]3[C:9](=[O:29])[N:8]([C:5]4[CH:6]=[CH:7][C:2]([N:43]5[CH2:44][CH2:45][NH:40][CH2:41][C:42]5=[O:46])=[CH:3][CH:4]=4)[CH2:13][CH2:12][C:11]=3[C:14]([S:25]([CH3:28])(=[O:27])=[O:26])=[N:15]2)=[CH:18][CH:19]=1. The yield is 0.270.